From a dataset of Catalyst prediction with 721,799 reactions and 888 catalyst types from USPTO. Predict which catalyst facilitates the given reaction. (1) Reactant: [CH2:1]1[C:10]2[C:5](=[CH:6][CH:7]=[CH:8][CH:9]=2)[CH2:4][CH2:3][N:2]1[C:11]1[C:12]([C:25]2[CH:30]=[CH:29][CH:28]=[CH:27][CH:26]=2)=[N:13][C:14]2[C:19]([N:20]=1)=[CH:18][C:17]([C:21]([O:23]C)=[O:22])=[CH:16][CH:15]=2.[OH-].[Na+]. Product: [CH2:1]1[C:10]2[C:5](=[CH:6][CH:7]=[CH:8][CH:9]=2)[CH2:4][CH2:3][N:2]1[C:11]1[C:12]([C:25]2[CH:26]=[CH:27][CH:28]=[CH:29][CH:30]=2)=[N:13][C:14]2[C:19]([N:20]=1)=[CH:18][C:17]([C:21]([OH:23])=[O:22])=[CH:16][CH:15]=2. The catalyst class is: 24. (2) Reactant: [NH2:1][C:2]1[O:3][CH2:4][C:5]2([C@H:15]3[CH2:16][N:17]([C:20]([O:22][CH2:23][C:24]4[CH:29]=[CH:28][CH:27]=[CH:26][CH:25]=4)=[O:21])[CH2:18][CH2:19][C@@H:14]3[O:13][C:12]3[CH:11]=[CH:10][C:9](Br)=[CH:8][C:7]2=3)[N:6]=1.[F:31][C:32]1[C:37](B(O)O)=[CH:36][CH:35]=[CH:34][N:33]=1.C([O-])([O-])=O.[Na+].[Na+]. Product: [NH2:1][C:2]1[O:3][CH2:4][C:5]2([C@H:15]3[CH2:16][N:17]([C:20]([O:22][CH2:23][C:24]4[CH:29]=[CH:28][CH:27]=[CH:26][CH:25]=4)=[O:21])[CH2:18][CH2:19][C@@H:14]3[O:13][C:12]3[CH:11]=[CH:10][C:9]([C:37]4[C:32]([F:31])=[N:33][CH:34]=[CH:35][CH:36]=4)=[CH:8][C:7]2=3)[N:6]=1. The catalyst class is: 203. (3) Reactant: [Cl:1][C:2]1[N:11]=[CH:10][C:9]2[NH:8][C:7](=[O:12])[C@H:6]([CH2:13][CH3:14])[N:5]([CH:15]([CH3:17])[CH3:16])[C:4]=2[N:3]=1.[C:18]1(C)C=CC(S(OC)(=O)=O)=CC=1.C(=O)([O-])[O-].[K+].[K+]. Product: [Cl:1][C:2]1[N:11]=[CH:10][C:9]2[N:8]([CH3:18])[C:7](=[O:12])[C@H:6]([CH2:13][CH3:14])[N:5]([CH:15]([CH3:16])[CH3:17])[C:4]=2[N:3]=1. The catalyst class is: 21. (4) Reactant: [C:1]1([S:7]([C:10]2[CH:11]=[C:12]3[C:17](=[CH:18][CH:19]=2)[C:16]([CH2:20][NH2:21])=[CH:15][CH:14]=[CH:13]3)(=[O:9])=[O:8])[CH:6]=[CH:5][CH:4]=[CH:3][CH:2]=1.[CH3:22][S:23](Cl)(=[O:25])=[O:24]. Product: [C:1]1([S:7]([C:10]2[CH:11]=[C:12]3[C:17](=[CH:18][CH:19]=2)[C:16]([CH2:20][NH:21][S:23]([CH3:22])(=[O:25])=[O:24])=[CH:15][CH:14]=[CH:13]3)(=[O:9])=[O:8])[CH:2]=[CH:3][CH:4]=[CH:5][CH:6]=1. The catalyst class is: 202. (5) Reactant: [C:1]([C:3]1[CH:4]=[C:5]([C:13]2[O:17][N:16]=[C:15]([C:18]3[CH:26]=[CH:25][CH:24]=[C:23]4[C:19]=3[CH2:20][CH2:21][CH:22]4[NH:27][CH:28]3[CH2:33][CH2:32][N:31](C(OC(C)(C)C)=O)[CH2:30][CH2:29]3)[N:14]=2)[CH:6]=[CH:7][C:8]=1[O:9][CH:10]([CH3:12])[CH3:11])#[N:2]. Product: [CH:10]([O:9][C:8]1[CH:7]=[CH:6][C:5]([C:13]2[O:17][N:16]=[C:15]([C:18]3[CH:26]=[CH:25][CH:24]=[C:23]4[C:19]=3[CH2:20][CH2:21][CH:22]4[NH:27][CH:28]3[CH2:29][CH2:30][NH:31][CH2:32][CH2:33]3)[N:14]=2)=[CH:4][C:3]=1[C:1]#[N:2])([CH3:12])[CH3:11]. The catalyst class is: 67. (6) Reactant: Br[CH2:2][C:3]1[C:4]([C:21]2[CH:26]=[CH:25][CH:24]=[C:23]([C:27]([F:30])([F:29])[F:28])[CH:22]=2)=[N:5][C:6]2[C:11]([C:12]=1[C:13]([O:15][CH3:16])=[O:14])=[CH:10][C:9]([S:17]([CH3:20])(=[O:19])=[O:18])=[CH:8][CH:7]=2.[N:31]1([CH:36]2[CH2:41][CH2:40][NH:39][CH2:38][CH2:37]2)[CH2:35][CH2:34][CH2:33][CH2:32]1. Product: [CH3:20][S:17]([C:9]1[CH:10]=[C:11]2[C:6](=[CH:7][CH:8]=1)[N:5]=[C:4]([C:21]1[CH:26]=[CH:25][CH:24]=[C:23]([C:27]([F:30])([F:28])[F:29])[CH:22]=1)[C:3]([CH2:2][N:39]1[CH2:40][CH2:41][CH:36]([N:31]3[CH2:35][CH2:34][CH2:33][CH2:32]3)[CH2:37][CH2:38]1)=[C:12]2[C:13]([O:15][CH3:16])=[O:14])(=[O:18])=[O:19]. The catalyst class is: 10. (7) Reactant: [CH2:1]([CH:5]1[C:10](=[O:11])[NH:9][C:8]2[CH:12]=[C:13]([CH3:17])[CH:14]=[C:15]([CH3:16])[C:7]=2[O:6]1)[CH:2]([CH3:4])[CH3:3].C(=O)([O-])[O-].[K+].[K+].[C:24]([O:28][CH3:29])(=[O:27])[CH:25]=[CH2:26].C(OCC)(=O)C. Product: [CH3:29][O:28][C:24](=[O:27])[CH2:25][CH2:26][N:9]1[C:8]2[CH:12]=[C:13]([CH3:17])[CH:14]=[C:15]([CH3:16])[C:7]=2[O:6][CH:5]([CH2:1][CH:2]([CH3:4])[CH3:3])[C:10]1=[O:11]. The catalyst class is: 35.